The task is: Regression/Classification. Given a drug SMILES string, predict its absorption, distribution, metabolism, or excretion properties. Task type varies by dataset: regression for continuous measurements (e.g., permeability, clearance, half-life) or binary classification for categorical outcomes (e.g., BBB penetration, CYP inhibition). Dataset: cyp2d6_veith.. This data is from CYP2D6 inhibition data for predicting drug metabolism from PubChem BioAssay. (1) The molecule is C=C1C(=O)O[C@H]2[C@H]1CC/C(C)=C\CC[C@@]1(C)O[C@H]21. The result is 0 (non-inhibitor). (2) The molecule is CN(C)c1ccc(/C=C2/C(=O)N(c3ccc([N+](=O)[O-])cc3)N=C2N2CCOCC2)cc1. The result is 0 (non-inhibitor). (3) The result is 1 (inhibitor). The drug is O=C1c2ccccc2CC[C@H]1CNCCc1ccc(O)cc1.